Dataset: Reaction yield outcomes from USPTO patents with 853,638 reactions. Task: Predict the reaction yield, written as a fraction of the theoretical maximum amount of product (1.0 means a 100% yield; for example, 0.34 means a 34% yield). (1) The reactants are [CH:1]1([C:6]([C:8]2[S:12][C:11]([NH:13][C:14](=[O:20])OC(C)(C)C)=[N:10][C:9]=2[C:21]2[O:22][CH:23]=[CH:24][CH:25]=2)=[O:7])[CH2:5][CH2:4][CH2:3][CH2:2]1.[NH:26]1[CH2:31][CH2:30][O:29][CH2:28][CH2:27]1. The catalyst is O1CCOCC1. The product is [CH:1]1([C:6]([C:8]2[S:12][C:11]([NH:13][C:14]([N:26]3[CH2:31][CH2:30][O:29][CH2:28][CH2:27]3)=[O:20])=[N:10][C:9]=2[C:21]2[O:22][CH:23]=[CH:24][CH:25]=2)=[O:7])[CH2:2][CH2:3][CH2:4][CH2:5]1. The yield is 0.640. (2) The reactants are [C:1](/[N:9]=[C:10](\SC)/[NH:11][C@H:12]([CH:28]([CH3:30])[CH3:29])[C:13]([N:15]1[CH2:20][CH2:19][CH:18]([C:21]2[CH:26]=[CH:25][C:24]([Cl:27])=[CH:23][CH:22]=2)[CH2:17][CH2:16]1)=[O:14])(=O)[C:2]1[CH:7]=[CH:6][CH:5]=[CH:4][CH:3]=1.[NH2:33][NH2:34]. The catalyst is C1COCC1. The product is [Cl:27][C:24]1[CH:25]=[CH:26][C:21]([CH:18]2[CH2:19][CH2:20][N:15]([C:13](=[O:14])[C@H:12]([NH:11][C:10]3[NH:34][N:33]=[C:1]([C:2]4[CH:7]=[CH:6][CH:5]=[CH:4][CH:3]=4)[N:9]=3)[CH:28]([CH3:30])[CH3:29])[CH2:16][CH2:17]2)=[CH:22][CH:23]=1. The yield is 0.450. (3) The reactants are [C:1]([O:5][C:6](=[O:9])[CH2:7][NH2:8])([CH3:4])([CH3:3])[CH3:2].[CH:10]1([C:13]([CH3:18])([CH3:17])[CH2:14][CH:15]=O)[CH2:12][CH2:11]1. The catalyst is C(Cl)Cl. The product is [C:1]([O:5][C:6](=[O:9])[CH2:7]/[N:8]=[CH:15]/[CH2:14][C:13]([CH:10]1[CH2:12][CH2:11]1)([CH3:18])[CH3:17])([CH3:4])([CH3:3])[CH3:2]. The yield is 0.750. (4) The reactants are CC([PH+](C(C)(C)C)CCCS([O-])(=O)=O)(C)C.[Cl:17][C:18]1[CH:19]=[C:20](B(O)O)[CH:21]=[N:22][CH:23]=1.Br[C:28]1[CH:29]=[CH:30][C:31]2[O:42][C:41]3([CH2:47][CH2:46][CH:45]([O:48][CH3:49])[CH2:44][CH2:43]3)[C:34]3([N:38]=[C:37]([NH2:39])[C:36]([CH3:40])=[N:35]3)[C:32]=2[CH:33]=1.CC1CCCO1.C([O-])([O-])=O.[K+].[K+]. The catalyst is C(Cl)Cl.[Na+].[Na+].Cl[Pd+2](Cl)(Cl)Cl.CCOC(C)=O.O. The product is [Cl:17][C:18]1[CH:19]=[C:20]([C:28]2[CH:29]=[CH:30][C:31]3[O:42][C:41]4([CH2:43][CH2:44][CH:45]([O:48][CH3:49])[CH2:46][CH2:47]4)[C:34]4([N:38]=[C:37]([NH2:39])[C:36]([CH3:40])=[N:35]4)[C:32]=3[CH:33]=2)[CH:21]=[N:22][CH:23]=1. The yield is 0.560. (5) The reactants are [CH3:1][C:2]1[C:6]2[CH:7]=[C:8]([C:11](=O)[CH2:12][C:13]([O:15]CC)=O)[CH:9]=[CH:10][C:5]=2[O:4][N:3]=1.[NH2:19][C:20]1[NH:24][N:23]=[CH:22][C:21]=1[C:25]#[N:26]. The catalyst is CC1C=CC(S(O)(=O)=O)=CC=1.CCCCO. The product is [CH3:1][C:2]1[C:6]2[CH:7]=[C:8]([C:11]3[NH:19][C:20]4[N:24]([N:23]=[CH:22][C:21]=4[C:25]#[N:26])[C:13](=[O:15])[CH:12]=3)[CH:9]=[CH:10][C:5]=2[O:4][N:3]=1. The yield is 0.570. (6) The reactants are [Cl:1][C:2]1[CH:3]=[C:4]([NH:8][C:9]([C:11]2[CH:16]=[CH:15][CH:14]=[C:13]([CH3:17])[N:12]=2)=[O:10])[CH:5]=[CH:6][CH:7]=1.[Li]CCCC.CCCCCC.[I:29]I. The catalyst is C1COCC1. The product is [Cl:1][C:2]1[CH:3]=[C:4]([NH:8][C:9]([C:11]2[C:16]([I:29])=[CH:15][CH:14]=[C:13]([CH3:17])[N:12]=2)=[O:10])[CH:5]=[CH:6][CH:7]=1. The yield is 0.480. (7) The product is [CH2:34]([O:33][P:32]([C:13]1[CH:12]=[CH:11][C:10]([CH2:9][NH:8][C:6]([O:5][C:1]([CH3:4])([CH3:3])[CH3:2])=[O:7])=[CH:15][C:14]=1[P:32]([O:44][CH2:45][CH3:46])([O:33][CH2:34][CH3:35])=[O:36])(=[O:39])[O:36][CH2:37][CH3:38])[CH3:35]. The yield is 0.420. The catalyst is C(#N)C.CCOC(C)=O.[Pd].C1(P(C2C=CC=CC=2)C2C=CC=CC=2)C=CC=CC=1.C1(P(C2C=CC=CC=2)C2C=CC=CC=2)C=CC=CC=1.C1(P(C2C=CC=CC=2)C2C=CC=CC=2)C=CC=CC=1.C1(P(C2C=CC=CC=2)C2C=CC=CC=2)C=CC=CC=1. The reactants are [C:1]([O:5][C:6]([NH:8][CH2:9][C:10]1[CH:11]=[CH:12][C:13](OS(C(F)(F)F)(=O)=O)=[C:14](OS(C(F)(F)F)(=O)=O)[CH:15]=1)=[O:7])([CH3:4])([CH3:3])[CH3:2].[P:32]([O-:39])([O:36][CH2:37][CH3:38])[O:33][CH2:34][CH3:35].CN1[CH2:46][CH2:45][O:44]CC1. (8) The reactants are C([O:3][C:4]([C:6]1[C:7]([C:12]2[CH:17]=[CH:16][C:15]([Cl:18])=[CH:14][CH:13]=2)=[N:8][O:9][C:10]=1[CH3:11])=O)C.C(OC(C1C(C2C=CC=C(F)C=2)=NOC=1C)=O)C. The product is [Cl:18][C:15]1[CH:14]=[CH:13][C:12]([C:7]2[C:6]([CH2:4][OH:3])=[C:10]([CH3:11])[O:9][N:8]=2)=[CH:17][CH:16]=1. The yield is 0.650. No catalyst specified.